Dataset: Forward reaction prediction with 1.9M reactions from USPTO patents (1976-2016). Task: Predict the product of the given reaction. (1) Given the reactants [CH2:1]([N:3]1[CH:7]=[C:6]([C:8]2[CH:13]=[CH:12][N:11]=[C:10]3[NH:14][C:15]([C:17]4[CH:22]=[CH:21][C:20]([CH2:23][N:24]5[CH2:28][CH2:27][CH2:26][CH2:25]5)=[CH:19][CH:18]=4)=[CH:16][C:9]=23)[C:5]([C:29]2[CH:35]=[CH:34][C:32]([NH2:33])=[CH:31][CH:30]=2)=[N:4]1)[CH3:2].Cl[C:37](OC1C=CC([N+]([O-])=O)=CC=1)=[O:38].[CH2:49]([NH:51][CH2:52][CH3:53])[CH3:50], predict the reaction product. The product is: [CH2:49]([N:51]([CH2:52][CH3:53])[C:37]([NH:33][C:32]1[CH:31]=[CH:30][C:29]([C:5]2[C:6]([C:8]3[CH:13]=[CH:12][N:11]=[C:10]4[NH:14][C:15]([C:17]5[CH:18]=[CH:19][C:20]([CH2:23][N:24]6[CH2:28][CH2:27][CH2:26][CH2:25]6)=[CH:21][CH:22]=5)=[CH:16][C:9]=34)=[CH:7][N:3]([CH2:1][CH3:2])[N:4]=2)=[CH:35][CH:34]=1)=[O:38])[CH3:50]. (2) Given the reactants C([O:3][C:4]([C:6]1[CH:7]=[N:8][N:9]([C:11]2[N:20](COCCOC)[C:19](=[O:27])[C:18]3[C:13](=[CH:14][C:15](I)=[CH:16][CH:17]=3)[N:12]=2)[CH:10]=1)=[O:5])C.O=C1[C:39]2[C:34](=[CH:35][C:36]([C:40]3C=CC=CC=3)=[CH:37][CH:38]=2)N=C(N2C=C(C(O)=O)C=N2)N1.CC1C=C(B(O)O)C=CC=1, predict the reaction product. The product is: [O:27]=[C:19]1[C:18]2[C:13](=[CH:14][C:15]([C:34]3[CH:35]=[C:36]([CH3:40])[CH:37]=[CH:38][CH:39]=3)=[CH:16][CH:17]=2)[N:12]=[C:11]([N:9]2[CH:10]=[C:6]([C:4]([OH:3])=[O:5])[CH:7]=[N:8]2)[NH:20]1. (3) Given the reactants [CH3:1][N:2]([CH3:37])[C:3](=[O:36])[CH2:4][O:5][C:6]1[CH:11]=[CH:10][C:9](/[CH:12]=[CH:13]/[C:14](=O)[CH2:15][C:16](=O)/[CH:17]=[CH:18]/[C:19]2[CH:24]=[CH:23][C:22]([O:25][CH2:26][CH2:27][N:28]3[CH2:33][CH2:32][O:31][CH2:30][CH2:29]3)=[CH:21][CH:20]=2)=[CH:8][CH:7]=1.Cl.Cl.[NH2:40][NH2:41].CO.C([O-])(O)=O.[Na+], predict the reaction product. The product is: [CH3:1][N:2]([CH3:37])[C:3](=[O:36])[CH2:4][O:5][C:6]1[CH:11]=[CH:10][C:9](/[CH:12]=[CH:13]/[C:14]2[NH:41][N:40]=[C:16](/[CH:17]=[CH:18]/[C:19]3[CH:24]=[CH:23][C:22]([O:25][CH2:26][CH2:27][N:28]4[CH2:33][CH2:32][O:31][CH2:30][CH2:29]4)=[CH:21][CH:20]=3)[CH:15]=2)=[CH:8][CH:7]=1. (4) Given the reactants [CH3:1][O:2][CH:3]1[CH2:8][CH2:7][CH:6]([N:9]2[CH2:14][CH2:13][CH:12]([NH:15]C(=O)OC(C)(C)C)[CH2:11][CH2:10]2)[CH2:5][CH2:4]1.[ClH:23], predict the reaction product. The product is: [ClH:23].[ClH:23].[CH3:1][O:2][C@H:3]1[CH2:4][CH2:5][C@H:6]([N:9]2[CH2:14][CH2:13][CH:12]([NH2:15])[CH2:11][CH2:10]2)[CH2:7][CH2:8]1. (5) Given the reactants [CH3:1][NH:2][C@H:3]1[CH2:8][CH2:7][C@H:6]([NH2:9])[CH2:5][CH2:4]1.C(=O)C1C=CC=CC=1.[C:26](O[C:26]([O:28][C:29]([CH3:32])([CH3:31])[CH3:30])=[O:27])([O:28][C:29]([CH3:32])([CH3:31])[CH3:30])=[O:27], predict the reaction product. The product is: [C:26]([N:2]([CH3:1])[C@H:3]1[CH2:8][CH2:7][C@H:6]([NH2:9])[CH2:5][CH2:4]1)([O:28][C:29]([CH3:30])([CH3:31])[CH3:32])=[O:27]. (6) Given the reactants [Br:1][C:2]1[C:3]([C:10]([OH:12])=[O:11])=[N:4][C:5]([S:8][CH3:9])=[N:6][CH:7]=1.[CH3:13][Si](C=[N+]=[N-])(C)C, predict the reaction product. The product is: [Br:1][C:2]1[C:3]([C:10]([O:12][CH3:13])=[O:11])=[N:4][C:5]([S:8][CH3:9])=[N:6][CH:7]=1.